From a dataset of Reaction yield outcomes from USPTO patents with 853,638 reactions. Predict the reaction yield, written as a fraction of the theoretical maximum amount of product (1.0 means a 100% yield; for example, 0.34 means a 34% yield). (1) The reactants are Cl[C:2]1[CH:3]=[CH:4][C:5]2[CH2:6][N:7]([CH2:19][C:20]#[N:21])[CH2:8][CH:9]([C:13]3[CH:18]=[CH:17][CH:16]=[CH:15][N:14]=3)[O:10][C:11]=2[N:12]=1.[CH3:22][O:23][C:24]1[CH:25]=[C:26]([CH:28]=[CH:29][C:30]=1[N:31]1[CH:35]=[C:34]([CH3:36])[N:33]=[CH:32]1)[NH2:27]. No catalyst specified. The product is [CH3:22][O:23][C:24]1[CH:25]=[C:26]([NH:27][C:2]2[CH:3]=[CH:4][C:5]3[CH2:6][N:7]([CH2:19][C:20]#[N:21])[CH2:8][CH:9]([C:13]4[CH:18]=[CH:17][CH:16]=[CH:15][N:14]=4)[O:10][C:11]=3[N:12]=2)[CH:28]=[CH:29][C:30]=1[N:31]1[CH:35]=[C:34]([CH3:36])[N:33]=[CH:32]1. The yield is 0.240. (2) The reactants are [Cl:1][C:2]1[C:7]2[C:8](=[O:11])[NH:9][CH2:10][C:6]=2[C:5]([F:12])=[C:4]([Cl:13])[N:3]=1.CCN(CC)CC.[C:21](O[C:21]([O:23][C:24]([CH3:27])([CH3:26])[CH3:25])=[O:22])([O:23][C:24]([CH3:27])([CH3:26])[CH3:25])=[O:22]. The catalyst is CN(C1C=CN=CC=1)C.C(Cl)Cl. The product is [Cl:1][C:2]1[C:7]2[C:8](=[O:11])[N:9]([C:21]([O:23][C:24]([CH3:27])([CH3:26])[CH3:25])=[O:22])[CH2:10][C:6]=2[C:5]([F:12])=[C:4]([Cl:13])[N:3]=1. The yield is 0.810. (3) The reactants are C[O:2][C:3](=[O:45])[CH2:4][C@H:5]([OH:44])[CH2:6][C@H:7]([OH:43])[CH2:8][CH2:9][C:10]1[N:11]([CH:40]([CH3:42])[CH3:41])[C:12]([C:29](=[O:39])[NH:30][C:31]2[CH:36]=[CH:35][CH:34]=[C:33]([CH2:37][CH3:38])[CH:32]=2)=[C:13]([C:22]2[CH:27]=[CH:26][C:25]([F:28])=[CH:24][CH:23]=2)[C:14]=1[C:15]1[CH:20]=[CH:19][C:18]([F:21])=[CH:17][CH:16]=1.C(O)C.O.[OH-].[Na+:51]. The catalyst is CO.C(Cl)Cl. The product is [Na+:51].[CH2:37]([C:33]1[CH:32]=[C:31]([NH:30][C:29]([C:12]2[N:11]([CH:40]([CH3:42])[CH3:41])[C:10]([CH2:9][CH2:8][C@@H:7]([OH:43])[CH2:6][C@@H:5]([OH:44])[CH2:4][C:3]([O-:45])=[O:2])=[C:14]([C:15]3[CH:16]=[CH:17][C:18]([F:21])=[CH:19][CH:20]=3)[C:13]=2[C:22]2[CH:23]=[CH:24][C:25]([F:28])=[CH:26][CH:27]=2)=[O:39])[CH:36]=[CH:35][CH:34]=1)[CH3:38]. The yield is 0.990. (4) The reactants are [CH:1]1[C:13]2[CH:12]([CH2:14][O:15]C(Cl)=O)[C:11]3[C:6](=[CH:7][CH:8]=[CH:9][CH:10]=3)[C:5]=2[CH:4]=[CH:3][CH:2]=1.[NH2:19][C@H:20]1[CH2:43][CH2:42][C@@:41]2([CH3:44])[C@H:22]([CH2:23][C@@H:24]([OH:47])[C@@H:25]3[C@@H:40]2[CH2:39][C@H:38]([OH:45])[C@@:37]2([CH3:46])[C@H:26]3[CH2:27][CH2:28][C@@H:29]2[C@H:30]([CH3:36])[CH2:31][CH2:32][C:33]([OH:35])=[O:34])[CH2:21]1.O. The catalyst is O1CCOCC1.C([O-])([O-])=O.[Na+].[Na+]. The product is [CH:1]1[C:13]2[CH:12]([CH2:14][O:15][NH:19][C@H:20]3[CH2:43][CH2:42][C@@:41]4([CH3:44])[C@H:22]([CH2:23][C@@H:24]([OH:47])[C@@H:25]5[C@@H:40]4[CH2:39][C@H:38]([OH:45])[C@@:37]4([CH3:46])[C@H:26]5[CH2:27][CH2:28][C@@H:29]4[C@H:30]([CH3:36])[CH2:31][CH2:32][C:33]([OH:35])=[O:34])[CH2:21]3)[C:11]3[C:6](=[CH:7][CH:8]=[CH:9][CH:10]=3)[C:5]=2[CH:4]=[CH:3][CH:2]=1. The yield is 0.710. (5) The reactants are [C:1]([O:5][C:6]([N:8]1[CH2:12][C@@H:11]([O:13][CH3:14])[CH2:10][C@H:9]1[C:15](O)=O)=[O:7])([CH3:4])([CH3:3])[CH3:2].[Br:18][C:19]1[CH:28]=[CH:27]C(C(=O)CBr)=[CH:21][CH:20]=1.C([N:32](CC)[CH:33]([CH3:35])[CH3:34])(C)C.C([O-])(=O)C.[NH4+:42]. The catalyst is C(Cl)Cl. The product is [C:1]([O:5][C:6]([N:8]1[CH2:12][C@@H:11]([O:13][CH3:14])[CH2:10][C@H:9]1[C:15]1[NH:32][C:33]([C:34]2[CH:27]=[CH:28][C:19]([Br:18])=[CH:20][CH:21]=2)=[CH:35][N:42]=1)=[O:7])([CH3:2])([CH3:3])[CH3:4]. The yield is 0.960.